From a dataset of Catalyst prediction with 721,799 reactions and 888 catalyst types from USPTO. Predict which catalyst facilitates the given reaction. (1) The catalyst class is: 36. Product: [O:1]=[C:2]1[NH:11][C:10]2[N:9]=[CH:8][CH:7]=[C:6]([O:12][C:13]3[CH:14]=[CH:15][C:16]4[O:20][C@@H:19]5[C@@H:21]([C:22]([OH:24])=[O:23])[C@@H:18]5[C:17]=4[CH:27]=3)[C:5]=2[CH2:4][CH2:3]1. Reactant: [O:1]=[C:2]1[NH:11][C:10]2[N:9]=[CH:8][CH:7]=[C:6]([O:12][C:13]3[CH:14]=[CH:15][C:16]4[O:20][C@@H:19]5[C@@H:21]([C:22]([O:24]CC)=[O:23])[C@@H:18]5[C:17]=4[CH:27]=3)[C:5]=2[CH2:4][CH2:3]1.[OH-].[Na+]. (2) Reactant: [CH:1]1([N:4]2[C:12]3[CH2:11][CH2:10][CH2:9][CH2:8][C:7]=3[C:6]3[C:13]([OH:23])=[C:14]([C:18]([O:20][CH2:21][CH3:22])=[O:19])[C:15]([CH3:17])=[N:16][C:5]2=3)[CH2:3][CH2:2]1.CCN(CC)CC.[O:31](S(C(F)(F)F)(=O)=O)[S:32]([C:35]([F:38])([F:37])[F:36])(=O)=[O:33]. Product: [CH:1]1([N:4]2[C:12]3[CH2:11][CH2:10][CH2:9][CH2:8][C:7]=3[C:6]3[C:13]([O:23][S:32]([C:35]([F:38])([F:37])[F:36])(=[O:33])=[O:31])=[C:14]([C:18]([O:20][CH2:21][CH3:22])=[O:19])[C:15]([CH3:17])=[N:16][C:5]2=3)[CH2:3][CH2:2]1. The catalyst class is: 4. (3) Reactant: [F:1][C:2]1[CH:7]=[CH:6][C:5]([CH:8]([C:52]2[CH:57]=[CH:56][C:55]([F:58])=[CH:54][CH:53]=2)[C@@H:9]([NH:47][C:48]([O:50][CH3:51])=[O:49])[C:10]([NH:12][CH:13]2[CH2:17][C:16]([F:19])([F:18])[CH2:15][CH:14]2[CH2:20][CH2:21][C@@H:22]2[N:27]([S:28]([C:31]3[CH:36]=[CH:35][CH:34]=[CH:33][CH:32]=3)(=[O:30])=[O:29])[CH2:26][CH2:25][N:24](C(OCC3C=CC=CC=3)=O)[CH2:23]2)=[O:11])=[CH:4][CH:3]=1. Product: [F:19][C:16]1([F:18])[CH2:17][CH:13]([NH:12][C:10](=[O:11])[C@H:9]([NH:47][C:48](=[O:49])[O:50][CH3:51])[CH:8]([C:52]2[CH:57]=[CH:56][C:55]([F:58])=[CH:54][CH:53]=2)[C:5]2[CH:4]=[CH:3][C:2]([F:1])=[CH:7][CH:6]=2)[CH:14]([CH2:20][CH2:21][C@H:22]2[CH2:23][NH:24][CH2:25][CH2:26][N:27]2[S:28]([C:31]2[CH:36]=[CH:35][CH:34]=[CH:33][CH:32]=2)(=[O:30])=[O:29])[CH2:15]1. The catalyst class is: 563.